This data is from Forward reaction prediction with 1.9M reactions from USPTO patents (1976-2016). The task is: Predict the product of the given reaction. Given the reactants F[B-](F)(F)F.C([PH+](C(C)(C)C)C(C)(C)C)(C)(C)C.Br[C:20]1[CH:21]=[C:22]2[C:27](=[CH:28][CH:29]=1)[N:26]=[CH:25][CH:24]=[CH:23]2.[CH2:30]([OH:33])[CH:31]=[CH2:32].C1(N(C)C2CCCCC2)CCCCC1, predict the reaction product. The product is: [N:26]1[C:27]2[C:22](=[CH:21][C:20]([CH2:32][CH2:31][CH:30]=[O:33])=[CH:29][CH:28]=2)[CH:23]=[CH:24][CH:25]=1.